From a dataset of HIV replication inhibition screening data with 41,000+ compounds from the AIDS Antiviral Screen. Binary Classification. Given a drug SMILES string, predict its activity (active/inactive) in a high-throughput screening assay against a specified biological target. (1) The molecule is O=[N+]([O-])c1cc(S(=O)(=O)c2cc([N+](=O)[O-])c(Cl)c([N+](=O)[O-])c2)ccc1Cl. The result is 0 (inactive). (2) The drug is Cc1cc(-n2c(C=Cc3ccc(Cl)cc3)nc3cc(Cl)ccc3c2=O)on1. The result is 0 (inactive). (3) The molecule is CCCNC(=S)NC=C1C(=O)Oc2ccccc2C1=O. The result is 0 (inactive). (4) The molecule is N#CC(=Cc1ccc([N+](=O)[O-])cc1)c1ccccc1. The result is 0 (inactive). (5) The molecule is Cc1ccc2[nH]c3c(c2c1)CC(=O)Nc1ccccc1-3. The result is 0 (inactive).